This data is from Catalyst prediction with 721,799 reactions and 888 catalyst types from USPTO. The task is: Predict which catalyst facilitates the given reaction. (1) Reactant: [CH3:1][O:2][CH:3]([O:22][CH3:23])[CH2:4][O:5][CH2:6][CH2:7][O:8][CH2:9][CH2:10][O:11][CH2:12][CH2:13][O:14][CH2:15][CH2:16]OS(C)(=O)=O.CCCC[N+](CCCC)(CCCC)CCCC.[F-:41].C(OCC)(=O)C. Product: [F:41][CH2:16][CH2:15][O:14][CH2:13][CH2:12][O:11][CH2:10][CH2:9][O:8][CH2:7][CH2:6][O:5][CH2:4][CH:3]([O:22][CH3:23])[O:2][CH3:1]. The catalyst class is: 10. (2) Reactant: [C:1]([S:14]([NH2:17])(=[O:16])=[O:15])([C:4]([C:7]([C:10]([F:13])([F:12])[F:11])([F:9])[F:8])([F:6])[F:5])([F:3])[F:2].[OH-].[Na+].Cl[CH2:21][C:22]([O:24][Na:25])=[O:23]. Product: [C:1]([S:14]([NH:17][CH2:21][C:22]([O:24][Na:25])=[O:23])(=[O:16])=[O:15])([C:4]([C:7]([C:10]([F:13])([F:11])[F:12])([F:9])[F:8])([F:6])[F:5])([F:3])[F:2]. The catalyst class is: 6. (3) Reactant: [O:1]1[C:5]2[CH:6]=[CH:7][C:8]([C:10]([O:12]C)=[O:11])=[CH:9][C:4]=2[CH:3]=[CH:2]1. Product: [O:1]1[C:5]2[CH:6]=[CH:7][C:8]([C:10]([OH:12])=[O:11])=[CH:9][C:4]=2[CH:3]=[CH:2]1. The catalyst class is: 273. (4) Reactant: [N+:1]([C:4]1[CH:13]=[CH:12][C:7]([CH2:8][NH:9][CH2:10][CH3:11])=[CH:6][CH:5]=1)([O-:3])=[O:2].C(N(CC)CC)C.[C:21](O[C:21]([O:23][C:24]([CH3:27])([CH3:26])[CH3:25])=[O:22])([O:23][C:24]([CH3:27])([CH3:26])[CH3:25])=[O:22]. Product: [N+:1]([C:4]1[CH:5]=[CH:6][C:7]([CH2:8][N:9]([CH2:10][CH3:11])[C:21](=[O:22])[O:23][C:24]([CH3:27])([CH3:26])[CH3:25])=[CH:12][CH:13]=1)([O-:3])=[O:2]. The catalyst class is: 2.